Dataset: PAMPA (Parallel Artificial Membrane Permeability Assay) permeability data from NCATS. Task: Regression/Classification. Given a drug SMILES string, predict its absorption, distribution, metabolism, or excretion properties. Task type varies by dataset: regression for continuous measurements (e.g., permeability, clearance, half-life) or binary classification for categorical outcomes (e.g., BBB penetration, CYP inhibition). Dataset: pampa_ncats. The compound is COC1=CC=CC(=C1)N2C3=C(C=N2)C(CCC3)NC(=O)C4=CC=CC=N4. The result is 1 (high permeability).